Dataset: CYP2C19 inhibition data for predicting drug metabolism from PubChem BioAssay. Task: Regression/Classification. Given a drug SMILES string, predict its absorption, distribution, metabolism, or excretion properties. Task type varies by dataset: regression for continuous measurements (e.g., permeability, clearance, half-life) or binary classification for categorical outcomes (e.g., BBB penetration, CYP inhibition). Dataset: cyp2c19_veith. (1) The drug is CC(=O)OCC(=O)[C@@]1(O)CC[C@@H]2[C@H]3CCC4=CC(=O)CC[C@]4(C)[C@]3(F)[C@@H](O)C[C@@]21C. The result is 0 (non-inhibitor). (2) The result is 1 (inhibitor). The drug is Cc1ccc(NC(=O)NCCCc2ccccc2)cc1. (3) The result is 1 (inhibitor). The compound is COC(=O)c1cn(NC(=O)c2cccc(OC)c2)c(=O)c2ccccc12. (4) The drug is Cn1c(CNS(=O)(=O)c2ccc(Cl)cc2)n[nH]c1=S. The result is 0 (non-inhibitor). (5) The compound is CCNc1ncc2nc(-c3ccc(OC)cc3)c(=O)n(C)c2n1. The result is 0 (non-inhibitor). (6) The drug is CC(C)NC(=O)CC(=O)N/N=C/c1ccc(Br)cc1. The result is 1 (inhibitor).